Dataset: Forward reaction prediction with 1.9M reactions from USPTO patents (1976-2016). Task: Predict the product of the given reaction. (1) Given the reactants CC(C)([O-])C.[K+].[C:7]1([C:13]2[CH:14]=[C:15]([C:18]([O:20][CH2:21][CH3:22])=[O:19])[NH:16][CH:17]=2)[CH:12]=[CH:11][CH:10]=[CH:9][CH:8]=1.Br[CH2:24][CH2:25][O:26][CH3:27], predict the reaction product. The product is: [CH3:27][O:26][CH2:25][CH2:24][N:16]1[CH:17]=[C:13]([C:7]2[CH:8]=[CH:9][CH:10]=[CH:11][CH:12]=2)[CH:14]=[C:15]1[C:18]([O:20][CH2:21][CH3:22])=[O:19]. (2) Given the reactants [CH:1]1([S:6][CH:7]([C:11]2[CH:16]=[CH:15][C:14]([O:17][C:18]3[CH:23]=[CH:22][CH:21]=[CH:20][CH:19]=3)=[CH:13][CH:12]=2)[C:8]([OH:10])=O)[CH2:5][CH2:4][CH2:3][CH2:2]1.[NH2:24][C:25]1[CH:30]=[CH:29][CH:28]=[CH:27][N:26]=1, predict the reaction product. The product is: [CH:1]1([S:6][CH:7]([C:11]2[CH:12]=[CH:13][C:14]([O:17][C:18]3[CH:19]=[CH:20][CH:21]=[CH:22][CH:23]=3)=[CH:15][CH:16]=2)[C:8]([NH:24][C:25]2[CH:30]=[CH:29][CH:28]=[CH:27][N:26]=2)=[O:10])[CH2:5][CH2:4][CH2:3][CH2:2]1.